Task: Predict the reactants needed to synthesize the given product.. Dataset: Full USPTO retrosynthesis dataset with 1.9M reactions from patents (1976-2016) (1) Given the product [Br:14][C:15]1[CH:22]=[CH:21][C:18]([C:19]2[O:12][C:9]([CH3:10])=[N:25][CH:23]=2)=[CH:17][CH:16]=1, predict the reactants needed to synthesize it. The reactants are: OS(C(F)(F)F)(=O)=O.[C:9]([O-:12])(=O)[CH3:10].[Tl+].[Br:14][C:15]1[CH:22]=[CH:21][C:18]([CH:19]=O)=[CH:17][CH:16]=1.[C:23](#[N:25])C. (2) Given the product [NH2:27][CH2:26][CH2:25][CH2:24][N:13]1[CH:14]=[C:15]([C:16]2[CH:21]=[CH:20][C:19]([CH2:22][CH3:23])=[CH:18][CH:17]=2)[C:11]([NH:10][C:8]([O:7][C:3]([CH3:4])([CH3:6])[CH3:5])=[O:9])=[CH:12]1, predict the reactants needed to synthesize it. The reactants are: NN.[C:3]([O:7][C:8]([NH:10][C:11]1[C:15]([C:16]2[CH:21]=[CH:20][C:19]([CH2:22][CH3:23])=[CH:18][CH:17]=2)=[CH:14][N:13]([CH2:24][CH2:25][CH2:26][N:27]2C(=O)C3C=CC=CC=3C2=O)[CH:12]=1)=[O:9])([CH3:6])([CH3:5])[CH3:4]. (3) Given the product [CH3:11][N:7]1[C:8]2[C:4](=[CH:3][C:2]([B:13]3[O:17][C:16]([CH3:19])([CH3:18])[C:15]([CH3:21])([CH3:20])[O:14]3)=[CH:10][CH:9]=2)[CH2:5][C:6]1=[O:12], predict the reactants needed to synthesize it. The reactants are: Br[C:2]1[CH:3]=[C:4]2[C:8](=[CH:9][CH:10]=1)[N:7]([CH3:11])[C:6](=[O:12])[CH2:5]2.[B:13]1([B:13]2[O:17][C:16]([CH3:19])([CH3:18])[C:15]([CH3:21])([CH3:20])[O:14]2)[O:17][C:16]([CH3:19])([CH3:18])[C:15]([CH3:21])([CH3:20])[O:14]1.CC([O-])=O.[K+]. (4) The reactants are: [CH:1]([N:4]1[C:8]([C:9]2[N:10]=[C:11]3[C:17]4[CH:18]=[C:19]([C:22](O)=[O:23])[CH:20]=[CH:21][C:16]=4[O:15][CH2:14][CH2:13][N:12]3[CH:25]=2)=[N:7][CH:6]=[N:5]1)([CH3:3])[CH3:2].[NH:26]1[CH2:31][CH2:30][CH:29]([C:32]([OH:35])([CH3:34])[CH3:33])[CH2:28][CH2:27]1. Given the product [OH:35][C:32]([CH:29]1[CH2:30][CH2:31][N:26]([C:22]([C:19]2[CH:20]=[CH:21][C:16]3[O:15][CH2:14][CH2:13][N:12]4[CH:25]=[C:9]([C:8]5[N:4]([CH:1]([CH3:2])[CH3:3])[N:5]=[CH:6][N:7]=5)[N:10]=[C:11]4[C:17]=3[CH:18]=2)=[O:23])[CH2:27][CH2:28]1)([CH3:34])[CH3:33], predict the reactants needed to synthesize it. (5) Given the product [OH:23][CH2:18][C:17]1[CH:16]=[C:15]2[N:10]([CH2:19][CH2:20][CH2:21]2)[C:1](=[O:4])[CH:2]=1, predict the reactants needed to synthesize it. The reactants are: [C:1]([OH:4])(=O)[CH3:2].[F-].C([N+:10]([CH2:19][CH2:20][CH2:21]C)([CH2:15][CH2:16][CH2:17][CH3:18])CCCC)CCC.[O:23]1CCCC1.